The task is: Regression. Given two drug SMILES strings and cell line genomic features, predict the synergy score measuring deviation from expected non-interaction effect.. This data is from NCI-60 drug combinations with 297,098 pairs across 59 cell lines. (1) Drug 1: C1CN1P(=S)(N2CC2)N3CC3. Drug 2: C1=NC2=C(N=C(N=C2N1C3C(C(C(O3)CO)O)F)Cl)N. Cell line: UACC-257. Synergy scores: CSS=-0.812, Synergy_ZIP=-0.162, Synergy_Bliss=1.47, Synergy_Loewe=-0.740, Synergy_HSA=-0.559. (2) Cell line: HCT-15. Drug 1: C1=CN(C=N1)CC(O)(P(=O)(O)O)P(=O)(O)O. Synergy scores: CSS=13.7, Synergy_ZIP=1.82, Synergy_Bliss=4.90, Synergy_Loewe=-15.7, Synergy_HSA=0.536. Drug 2: CC1=C(N=C(N=C1N)C(CC(=O)N)NCC(C(=O)N)N)C(=O)NC(C(C2=CN=CN2)OC3C(C(C(C(O3)CO)O)O)OC4C(C(C(C(O4)CO)O)OC(=O)N)O)C(=O)NC(C)C(C(C)C(=O)NC(C(C)O)C(=O)NCCC5=NC(=CS5)C6=NC(=CS6)C(=O)NCCC[S+](C)C)O.